From a dataset of Catalyst prediction with 721,799 reactions and 888 catalyst types from USPTO. Predict which catalyst facilitates the given reaction. Reactant: Br[C:2]1[CH:3]=[C:4]([CH2:16][N:17]([CH3:25])[C:18](=[O:24])[O:19][C:20]([CH3:23])([CH3:22])[CH3:21])[S:5][C:6]=1[S:7]([C:10]1[CH:15]=[CH:14][CH:13]=[CH:12][CH:11]=1)(=[O:9])=[O:8].[CH3:26][N:27]1[C:31]([Sn](CCCC)(CCCC)CCCC)=[CH:30][N:29]=[CH:28]1. Product: [CH3:25][N:17]([CH2:16][C:4]1[S:5][C:6]([S:7]([C:10]2[CH:15]=[CH:14][CH:13]=[CH:12][CH:11]=2)(=[O:9])=[O:8])=[C:2]([C:31]2[N:27]([CH3:26])[CH:28]=[N:29][CH:30]=2)[CH:3]=1)[C:18](=[O:24])[O:19][C:20]([CH3:23])([CH3:22])[CH3:21]. The catalyst class is: 741.